Dataset: Full USPTO retrosynthesis dataset with 1.9M reactions from patents (1976-2016). Task: Predict the reactants needed to synthesize the given product. Given the product [OH:30][CH2:31][CH:26]([CH2:27][OH:28])[O:25][C:23]1[CH:22]=[CH:21][C:7]2[C:8](=[O:20])[C:9]3[C:10]4[C:15](=[CH:14][C:13]([C:18]#[N:19])=[CH:12][CH:11]=4)[NH:16][C:17]=3[C:5]([CH3:4])([CH3:38])[C:6]=2[CH:24]=1, predict the reactants needed to synthesize it. The reactants are: ClCCl.[CH3:4][C:5]1([CH3:38])[C:17]2[NH:16][C:15]3[C:10](=[CH:11][CH:12]=[C:13]([C:18]#[N:19])[CH:14]=3)[C:9]=2[C:8](=[O:20])[C:7]2[CH:21]=[CH:22][C:23]([O:25][CH:26]3[CH2:31][O:30]C(C4C=CC=CC=4)[O:28][CH2:27]3)=[CH:24][C:6]1=2.